Task: Predict the reactants needed to synthesize the given product.. Dataset: Retrosynthesis with 50K atom-mapped reactions and 10 reaction types from USPTO (1) Given the product CC(C)(C)OC(=O)Nc1ccc(Nc2ccc3ccccc3c2[N+](=O)[O-])cc1, predict the reactants needed to synthesize it. The reactants are: CC(C)(C)OC(=O)Nc1ccc(N)cc1.O=[N+]([O-])c1c(OS(=O)(=O)C(F)(F)F)ccc2ccccc12. (2) Given the product COc1ccc(C2CCC(=O)CC2NC(=O)c2ccc(OCC3CC3)c(OCC3CC3)c2)cc1OC, predict the reactants needed to synthesize it. The reactants are: COc1ccc(C2CCC(O)CC2NC(=O)c2ccc(OCC3CC3)c(OCC3CC3)c2)cc1OC.